From a dataset of Catalyst prediction with 721,799 reactions and 888 catalyst types from USPTO. Predict which catalyst facilitates the given reaction. Reactant: [CH2:1]([N:8]1[C:16]2[C:11](=[CH:12][C:13]([C:17]([O:19]C)=[O:18])=[CH:14][CH:15]=2)[CH2:10][CH2:9]1)[C:2]1[CH:7]=[CH:6][CH:5]=[CH:4][CH:3]=1.O[Li].O. Product: [CH2:1]([N:8]1[C:16]2[C:11](=[CH:12][C:13]([C:17]([OH:19])=[O:18])=[CH:14][CH:15]=2)[CH2:10][CH2:9]1)[C:2]1[CH:7]=[CH:6][CH:5]=[CH:4][CH:3]=1. The catalyst class is: 20.